This data is from Full USPTO retrosynthesis dataset with 1.9M reactions from patents (1976-2016). The task is: Predict the reactants needed to synthesize the given product. (1) Given the product [CH3:1][O:2][C:3]([C:5]1[CH:9]=[C:8]([C:10]2[N:21]=[CH:19][O:20][CH:11]=2)[S:7][CH:6]=1)=[O:4], predict the reactants needed to synthesize it. The reactants are: [CH3:1][O:2][C:3]([C:5]1[CH:9]=[C:8]([C:10](=O)[CH2:11]Br)[S:7][CH:6]=1)=[O:4].S(=O)(=O)(O)O.[CH:19]([NH2:21])=[O:20]. (2) Given the product [CH3:1][O:2][CH2:3][CH2:4][O:5][C:13]1[N:21]=[C:20]2[C:16]([N:17]=[CH:18][N:19]2[CH:22]2[CH2:27][CH2:26][CH2:25][CH2:24][O:23]2)=[C:15]([NH2:28])[N:14]=1, predict the reactants needed to synthesize it. The reactants are: [CH3:1][O:2][CH2:3][CH2:4][OH:5].CC(C)([O-])C.[Na+].Cl[C:13]1[N:21]=[C:20]2[C:16]([N:17]=[CH:18][N:19]2[CH:22]2[CH2:27][CH2:26][CH2:25][CH2:24][O:23]2)=[C:15]([NH2:28])[N:14]=1. (3) Given the product [OH:22][NH:21][C:1](=[NH:2])[C:3]1[CH:4]=[C:5]2[C:9](=[CH:10][CH:11]=1)[N:8]([CH2:12][CH2:13][CH2:14][C:15]([O:17][CH2:18][CH3:19])=[O:16])[N:7]=[CH:6]2, predict the reactants needed to synthesize it. The reactants are: [C:1]([C:3]1[CH:4]=[C:5]2[C:9](=[CH:10][CH:11]=1)[N:8]([CH2:12][CH2:13][CH2:14][C:15]([O:17][CH2:18][CH3:19])=[O:16])[N:7]=[CH:6]2)#[N:2].Cl.[NH2:21][OH:22].C(=O)(O)[O-].[Na+]. (4) Given the product [Br:1][C:2]1[CH:3]=[C:4]([N:8]2[CH:12]=[N:11][N:10]([C:17]([C:18]3[CH:23]=[CH:22][CH:21]=[CH:20][CH:19]=3)([C:30]3[CH:31]=[CH:32][CH:33]=[CH:34][CH:35]=3)[C:24]3[CH:25]=[CH:26][CH:27]=[CH:28][CH:29]=3)[C:9]2=[O:13])[CH:5]=[CH:6][CH:7]=1, predict the reactants needed to synthesize it. The reactants are: [Br:1][C:2]1[CH:3]=[C:4]([N:8]2[CH:12]=[N:11][NH:10][C:9]2=[O:13])[CH:5]=[CH:6][CH:7]=1.[H-].[Na+].Cl[C:17]([C:30]1[CH:35]=[CH:34][CH:33]=[CH:32][CH:31]=1)([C:24]1[CH:29]=[CH:28][CH:27]=[CH:26][CH:25]=1)[C:18]1[CH:23]=[CH:22][CH:21]=[CH:20][CH:19]=1.